This data is from Reaction yield outcomes from USPTO patents with 853,638 reactions. The task is: Predict the reaction yield, written as a fraction of the theoretical maximum amount of product (1.0 means a 100% yield; for example, 0.34 means a 34% yield). (1) The reactants are C(N(CC)CC)C.Cl.[NH2:9][C@H:10]([C:21]([O:23][CH3:24])=[O:22])[CH2:11][C:12]1[C:20]2[C:15](=[CH:16][CH:17]=[CH:18][CH:19]=2)[NH:14][CH:13]=1.[C:25](O)(=[O:28])[CH:26]=[CH2:27].C1CCC(N=C=NC2CCCCC2)CC1. The catalyst is C(Cl)Cl.C(Cl)(Cl)Cl. The product is [C:25]([NH:9][C@H:10]([C:21]([O:23][CH3:24])=[O:22])[CH2:11][C:12]1[C:20]2[C:15](=[CH:16][CH:17]=[CH:18][CH:19]=2)[NH:14][CH:13]=1)(=[O:28])[CH:26]=[CH2:27]. The yield is 0.280. (2) The reactants are [Br:1][CH2:2][CH2:3][O:4][C:5]1[CH:10]=[CH:9][C:8]([CH2:11][C:12]([OH:14])=O)=[CH:7][CH:6]=1.S(Cl)([Cl:17])=O. No catalyst specified. The product is [Br:1][CH2:2][CH2:3][O:4][C:5]1[CH:10]=[CH:9][C:8]([CH2:11][C:12]([Cl:17])=[O:14])=[CH:7][CH:6]=1. The yield is 0.860. (3) No catalyst specified. The yield is 0.670. The reactants are [C:1]([C:4]1[S:5][CH:6]=[CH:7][CH:8]=1)(=O)C.[S:9]1[CH:13]=[CH:12][CH:11]=[C:10]1[C:14]([CH2:16][C:17]#[N:18])=[O:15].C1(=O)CCCC1.N1CCOCC1.[S]. The product is [NH2:18][C:17]1[S:5][C:6]2[CH2:1][CH2:4][CH2:8][C:7]=2[C:16]=1[C:14]([C:10]1[S:9][CH:13]=[CH:12][CH:11]=1)=[O:15]. (4) The reactants are [CH3:1][O:2][C:3](=[O:24])[C:4]1[CH:9]=[CH:8][C:7]([C:10]([CH2:21][CH3:22])([C:13]2[CH:18]=[CH:17][C:16]([OH:19])=[C:15]([CH3:20])[CH:14]=2)[CH2:11][CH3:12])=[CH:6][C:5]=1[CH3:23].[CH2:25]1[CH2:30][O:29][CH:28]=[CH:27][CH2:26]1.C(OCC)(=O)C. The catalyst is ClCCl. The product is [CH3:1][O:2][C:3](=[O:24])[C:4]1[CH:9]=[CH:8][C:7]([C:10]([CH2:11][CH3:12])([C:13]2[CH:18]=[CH:17][C:16]([O:19][CH:28]3[CH2:27][CH2:26][CH2:25][CH2:30][O:29]3)=[C:15]([CH3:20])[CH:14]=2)[CH2:21][CH3:22])=[CH:6][C:5]=1[CH3:23]. The yield is 0.878. (5) The catalyst is CN(C)C=O.ClCCl. The yield is 0.530. The reactants are [O:1]1[C:5]2[CH:6]=[CH:7][C:8]([CH2:10][C:11]([OH:13])=O)=[CH:9][C:4]=2[O:3][CH2:2]1.[NH2:14][C:15]1[CH:23]=[C:22]([S:24](=[O:27])(=[O:26])[NH2:25])[CH:21]=[CH:20][C:16]=1[C:17]([OH:19])=[O:18]. The product is [O:1]1[C:5]2[CH:6]=[CH:7][C:8]([CH2:10][C:11]([NH:14][C:15]3[CH:23]=[C:22]([S:24](=[O:27])(=[O:26])[NH2:25])[CH:21]=[CH:20][C:16]=3[C:17]([OH:19])=[O:18])=[O:13])=[CH:9][C:4]=2[O:3][CH2:2]1.